Dataset: Forward reaction prediction with 1.9M reactions from USPTO patents (1976-2016). Task: Predict the product of the given reaction. (1) Given the reactants [Cl:1][C:2]1[C:7]([Cl:8])=[CH:6][CH:5]=[CH:4][C:3]=1[CH:9]1[CH2:14][CH2:13][NH:12][CH2:11][CH2:10]1.C(=O)([O-])[O-:16].[K+].[K+].I[CH2:22][CH3:23], predict the reaction product. The product is: [Cl:1][C:2]1[C:7]([Cl:8])=[CH:6][CH:5]=[CH:4][C:3]=1[C:9]1([OH:16])[CH2:14][CH2:13][N:12]([CH2:22][CH3:23])[CH2:11][CH2:10]1. (2) Given the reactants [CH2:1]([O:3][C:4]([C:6]1[N:18]=[C:17](Br)[C:16]2[C:15]3[CH:14]=[CH:13][CH:12]=[CH:11][C:10]=3[N:9]([C:20]3[CH:25]=[CH:24][CH:23]=[CH:22][CH:21]=3)[C:8]=2[C:7]=1[OH:26])=[O:5])[CH3:2].[CH3:27][Sn](C)(C)C, predict the reaction product. The product is: [CH2:1]([O:3][C:4]([C:6]1[N:18]=[C:17]([CH3:27])[C:16]2[C:15]3[CH:14]=[CH:13][CH:12]=[CH:11][C:10]=3[N:9]([C:20]3[CH:25]=[CH:24][CH:23]=[CH:22][CH:21]=3)[C:8]=2[C:7]=1[OH:26])=[O:5])[CH3:2]. (3) Given the reactants [Cl:1][C:2]1[CH:7]=[CH:6][C:5]([NH:8][C:9]2[C:14]([C:15]([OH:17])=O)=[CH:13][N:12]=[CH:11][CH:10]=2)=[CH:4][CH:3]=1.CCN=C=NCCCN(C)C.C1C=CC2N(O)N=NC=2C=1.CCN(C(C)C)C(C)C.[CH3:48][C:49]([NH2:53])([C:51]#[CH:52])[CH3:50], predict the reaction product. The product is: [Cl:1][C:2]1[CH:3]=[CH:4][C:5]([NH:8][C:9]2[C:14]([C:15]([NH:53][C:49]([CH3:50])([C:51]#[CH:52])[CH3:48])=[O:17])=[CH:13][N:12]=[CH:11][CH:10]=2)=[CH:6][CH:7]=1. (4) Given the reactants [N:1]1([C:7]2[N:12]=[C:11]([C:13]3[C:22]4[C:17](=[CH:18][CH:19]=[CH:20][CH:21]=4)[C:16]([NH2:23])=[N:15][CH:14]=3)[CH:10]=[CH:9][N:8]=2)[CH2:6][CH2:5][O:4][CH2:3][CH2:2]1.CN1CCOCC1.[C:31](Cl)(=[O:40])[C:32]1[CH:37]=[CH:36][C:35]([O:38][CH3:39])=[CH:34][CH:33]=1.O, predict the reaction product. The product is: [CH3:39][O:38][C:35]1[CH:36]=[CH:37][C:32]([C:31]([NH:23][C:16]2[C:17]3[C:22](=[CH:21][CH:20]=[CH:19][CH:18]=3)[C:13]([C:11]3[CH:10]=[CH:9][N:8]=[C:7]([N:1]4[CH2:6][CH2:5][O:4][CH2:3][CH2:2]4)[N:12]=3)=[CH:14][N:15]=2)=[O:40])=[CH:33][CH:34]=1. (5) Given the reactants [F:1][C:2]1[CH:7]=[CH:6][C:5]([NH:8][C:9]2[C:10]3[C:17]([CH3:18])=[C:16]([C:19]([OH:21])=O)[S:15][C:11]=3[N:12]=[CH:13][N:14]=2)=[C:4]([O:22][C@H:23]2[CH2:28][CH2:27][C@H:26]([OH:29])[CH2:25][CH2:24]2)[CH:3]=1.[NH2:30][CH2:31][CH2:32][CH2:33][N:34]1[CH2:38][CH2:37][CH2:36][C:35]1=[O:39], predict the reaction product. The product is: [O:39]=[C:35]1[CH2:36][CH2:37][CH2:38][N:34]1[CH2:33][CH2:32][CH2:31][NH:30][C:19]([C:16]1[S:15][C:11]2[N:12]=[CH:13][N:14]=[C:9]([NH:8][C:5]3[CH:6]=[CH:7][C:2]([F:1])=[CH:3][C:4]=3[O:22][C@H:23]3[CH2:24][CH2:25][C@H:26]([OH:29])[CH2:27][CH2:28]3)[C:10]=2[C:17]=1[CH3:18])=[O:21]. (6) Given the reactants O1CCC[CH2:2]1.[Cl:6][C:7]1[CH:12]=[CH:11][C:10]([C@H:13]2[N:20]3[C:16]([S:17][C:18]([C:23]([N:25]4[CH2:29][CH2:28][CH2:27][C@H:26]4[C:30]([N:32]4[CH2:37][CH2:36][N:35]([CH3:38])[CH2:34][CH2:33]4)=[O:31])=[O:24])=[C:19]3[CH:21]=[O:22])=[N:15][C@:14]2([C:40]2[CH:45]=[CH:44][C:43]([Cl:46])=[CH:42][CH:41]=2)[CH3:39])=[CH:9][CH:8]=1.C[Mg]Br.[Cl-].[NH4+], predict the reaction product. The product is: [Cl:6][C:7]1[CH:12]=[CH:11][C:10]([C@H:13]2[N:20]3[C:16]([S:17][C:18]([C:23]([N:25]4[CH2:29][CH2:28][CH2:27][C@H:26]4[C:30]([N:32]4[CH2:33][CH2:34][N:35]([CH3:38])[CH2:36][CH2:37]4)=[O:31])=[O:24])=[C:19]3[CH:21]([OH:22])[CH3:2])=[N:15][C@:14]2([C:40]2[CH:45]=[CH:44][C:43]([Cl:46])=[CH:42][CH:41]=2)[CH3:39])=[CH:9][CH:8]=1. (7) Given the reactants [Cl:1][C:2]1[CH:7]=[C:6](Cl)[N:5]2[N:9]=[CH:10][C:11]([C:12]3[CH:17]=[CH:16][CH:15]=[CH:14][CH:13]=3)=[C:4]2[N:3]=1.[NH:18]1[CH2:23][CH2:22][O:21][CH2:20][CH2:19]1, predict the reaction product. The product is: [Cl:1][C:2]1[CH:7]=[C:6]([N:18]2[CH2:23][CH2:22][O:21][CH2:20][CH2:19]2)[N:5]2[N:9]=[CH:10][C:11]([C:12]3[CH:17]=[CH:16][CH:15]=[CH:14][CH:13]=3)=[C:4]2[N:3]=1.